Dataset: Forward reaction prediction with 1.9M reactions from USPTO patents (1976-2016). Task: Predict the product of the given reaction. (1) Given the reactants [C:1]([NH:5][S:6]([C:9]1[CH:14]=[CH:13][CH:12]=[C:11]([C:15]2[N:23]3[C:18]([CH:19]=[N:20][C:21](S(C)=O)=[N:22]3)=[CH:17][CH:16]=2)[CH:10]=1)(=[O:8])=[O:7])([CH3:4])([CH3:3])[CH3:2].[NH2:27][C:28]1[CH:37]=[CH:36][C:31]2[NH:32][C:33](=[O:35])[NH:34][C:30]=2[CH:29]=1, predict the reaction product. The product is: [C:1]([NH:5][S:6]([C:9]1[CH:14]=[CH:13][CH:12]=[C:11]([C:15]2[N:23]3[C:18]([CH:19]=[N:20][C:21]([NH:27][C:28]4[CH:37]=[CH:36][C:31]5[NH:32][C:33](=[O:35])[NH:34][C:30]=5[CH:29]=4)=[N:22]3)=[CH:17][CH:16]=2)[CH:10]=1)(=[O:8])=[O:7])([CH3:4])([CH3:3])[CH3:2]. (2) Given the reactants [F:1][C:2]([F:19])([F:18])[C:3]1[CH:4]=[CH:5][C:6]([N:9]2[CH2:14][CH2:13][CH:12]([C:15]([OH:17])=O)[CH2:11][CH2:10]2)=[N:7][CH:8]=1.[NH2:20][C:21]1[CH:30]=[CH:29][CH:28]=[C:27]2[C:22]=1[CH:23]=[CH:24][N:25]=[CH:26]2, predict the reaction product. The product is: [CH:26]1[C:27]2[C:22](=[C:21]([NH:20][C:15]([CH:12]3[CH2:11][CH2:10][N:9]([C:6]4[CH:5]=[CH:4][C:3]([C:2]([F:1])([F:19])[F:18])=[CH:8][N:7]=4)[CH2:14][CH2:13]3)=[O:17])[CH:30]=[CH:29][CH:28]=2)[CH:23]=[CH:24][N:25]=1. (3) Given the reactants [C:1]1([S:7](Cl)(=[O:9])=[O:8])[CH:6]=[CH:5][CH:4]=[CH:3][CH:2]=1.[NH2:11][C:12]1[N:17]=[CH:16][C:15]([C:18]2[S:22][C:21]([NH:23][C:24](=[O:26])[CH3:25])=[N:20][C:19]=2[CH3:27])=[CH:14][C:13]=1[Cl:28], predict the reaction product. The product is: [Cl:28][C:13]1[CH:14]=[C:15]([C:18]2[S:22][C:21]([NH:23][C:24](=[O:26])[CH3:25])=[N:20][C:19]=2[CH3:27])[CH:16]=[N:17][C:12]=1[NH:11][S:7]([C:1]1[CH:6]=[CH:5][CH:4]=[CH:3][CH:2]=1)(=[O:9])=[O:8]. (4) The product is: [CH3:1][N:2]([C:6]1[CH:11]=[CH:10][CH:9]=[C:8]([C:12]2[N:21]3[N:22]=[CH:23][C:24]([C:25]([C:27]4[S:28][CH:29]=[CH:30][CH:31]=4)=[O:26])=[C:17]3[N:15]=[CH:14][CH:13]=2)[CH:7]=1)[C:3](=[O:5])[OH:4]. Given the reactants [CH3:1][N:2]([C:6]1[CH:11]=[CH:10][CH:9]=[C:8]([C:12](=O)[CH:13]=[CH:14][N:15]([CH3:17])C)[CH:7]=1)[C:3](=[O:5])[OH:4].NC1[C:24]([C:25]([C:27]2[S:28][CH:29]=[CH:30][CH:31]=2)=[O:26])=[CH:23][NH:22][N:21]=1, predict the reaction product. (5) The product is: [CH2:16]([O:10][C:9](=[O:11])[CH2:8][C:4]1[CH:5]=[CH:6][CH:7]=[C:2]([OH:1])[CH:3]=1)[CH3:17]. Given the reactants [OH:1][C:2]1[CH:3]=[C:4]([CH2:8][C:9]([OH:11])=[O:10])[CH:5]=[CH:6][CH:7]=1.S(Cl)(Cl)=O.[CH3:16][CH2:17]O, predict the reaction product. (6) The product is: [CH3:23][O:21][C:20](=[O:22])[CH2:19][NH:18][C:10]1[CH:11]=[C:12]2[C:16](=[CH:17][C:9]=1[O:8][CH2:1][C:2]1[CH:3]=[CH:4][CH:5]=[CH:6][CH:7]=1)[CH2:15][CH2:14][CH2:13]2. Given the reactants [CH2:1]([O:8][C:9]1[CH:17]=[C:16]2[C:12]([CH2:13][CH2:14][CH2:15]2)=[CH:11][C:10]=1[NH2:18])[C:2]1[CH:7]=[CH:6][CH:5]=[CH:4][CH:3]=1.[CH3:19][C:20]([OH:22])=[O:21].[C:23](O[BH-](OC(=O)C)OC(=O)C)(=O)C.[Na+], predict the reaction product. (7) The product is: [CH2:17]([NH:16][C:14](=[O:15])[NH:13][C:6]1[N:7]=[CH:8][C:9]2[C:4]([CH:5]=1)=[CH:3][C:2]([NH:1][C:19](=[O:26])[C:20]1[CH:25]=[CH:24][CH:23]=[N:22][CH:21]=1)=[CH:11][C:10]=2[CH3:12])[CH3:18]. Given the reactants [NH2:1][C:2]1[CH:3]=[C:4]2[C:9](=[C:10]([CH3:12])[CH:11]=1)[CH:8]=[N:7][C:6]([NH:13][C:14]([NH:16][CH2:17][CH3:18])=[O:15])=[CH:5]2.[C:19](O)(=[O:26])[C:20]1[CH:25]=[CH:24][CH:23]=[N:22][CH:21]=1, predict the reaction product. (8) Given the reactants [OH-].[Na+].C[O:4][C:5]([C:7]1([C:12]2[CH:17]=[CH:16][C:15]([NH:18][C:19]3[C:24]4[CH2:25][CH2:26][CH2:27][C:23]=4[N:22]=[C:21]([CH:28]4[CH2:32][CH2:31][CH2:30][CH2:29]4)[N:20]=3)=[CH:14][CH:13]=2)[CH2:11][CH2:10][CH2:9][CH2:8]1)=[O:6], predict the reaction product. The product is: [CH:28]1([C:21]2[N:20]=[C:19]([NH:18][C:15]3[CH:14]=[CH:13][C:12]([C:7]4([C:5]([OH:6])=[O:4])[CH2:11][CH2:10][CH2:9][CH2:8]4)=[CH:17][CH:16]=3)[C:24]3[CH2:25][CH2:26][CH2:27][C:23]=3[N:22]=2)[CH2:29][CH2:30][CH2:31][CH2:32]1.